This data is from Full USPTO retrosynthesis dataset with 1.9M reactions from patents (1976-2016). The task is: Predict the reactants needed to synthesize the given product. (1) Given the product [NH:7]1[C:15]2[C:10](=[CH:11][CH:12]=[CH:13][CH:14]=2)[C:9]([CH:16]([CH3:17])[C:18]([OH:20])=[O:19])=[CH:8]1, predict the reactants needed to synthesize it. The reactants are: [OH-].[K+].COC([N:7]1[C:15]2[C:10](=[CH:11][CH:12]=[CH:13][CH:14]=2)[C:9]([CH:16]([C:18]([O:20]CC)=[O:19])[CH3:17])=[CH:8]1)=O. (2) The reactants are: [CH2:1]([C:3]1[N:12]=[C:11]([CH2:13][CH3:14])[CH:10]=[C:9]2[C:4]=1[CH:5]=[CH:6][C:7](=[O:15])[NH:8]2)[CH3:2].[H-].[Na+].[CH3:18][C:19]1[C:20]([N:25]([CH2:48][O:49][CH2:50][CH2:51][O:52][CH3:53])[S:26]([C:29]2[S:30][C:31]([CH3:47])=[CH:32][C:33]=2[C:34]2[CH:45]=[CH:44][C:37]([CH2:38]OS(C)(=O)=O)=[CH:36][C:35]=2[CH3:46])(=[O:28])=[O:27])=[N:21][O:22][C:23]=1[CH3:24].O. Given the product [CH3:18][C:19]1[C:20]([N:25]([CH2:48][O:49][CH2:50][CH2:51][O:52][CH3:53])[S:26]([C:29]2[S:30][C:31]([CH3:47])=[CH:32][C:33]=2[C:34]2[CH:45]=[CH:44][C:37]([CH2:38][N:8]3[C:9]4[C:4](=[C:3]([CH2:1][CH3:2])[N:12]=[C:11]([CH2:13][CH3:14])[CH:10]=4)[CH:5]=[CH:6][C:7]3=[O:15])=[CH:36][C:35]=2[CH3:46])(=[O:28])=[O:27])=[N:21][O:22][C:23]=1[CH3:24], predict the reactants needed to synthesize it. (3) Given the product [N:1]1([C:6]2[CH:13]=[CH:12][C:9](/[CH:10]=[CH:22]/[CH:23]=[O:24])=[CH:8][CH:7]=2)[CH:5]=[N:4][CH:3]=[N:2]1, predict the reactants needed to synthesize it. The reactants are: [N:1]1([C:6]2[CH:13]=[CH:12][C:9]([CH:10]=O)=[CH:8][CH:7]=2)[CH:5]=[N:4][CH:3]=[N:2]1.N1(C2C=C[C:22]([CH:23]=[O:24])=CC=2)C=CC=N1.